This data is from Reaction yield outcomes from USPTO patents with 853,638 reactions. The task is: Predict the reaction yield, written as a fraction of the theoretical maximum amount of product (1.0 means a 100% yield; for example, 0.34 means a 34% yield). (1) The reactants are C(NC(C)C)(C)C.C([Li])CCC.[CH3:13][O:14][C:15]([CH:17]1[CH2:21][CH2:20][CH2:19][CH2:18]1)=[O:16].[Br:22][CH2:23][CH2:24]Br.[Cl-].[NH4+]. The catalyst is C1COCC1. The product is [CH3:13][O:14][C:15]([C:17]1([CH2:24][CH2:23][Br:22])[CH2:21][CH2:20][CH2:19][CH2:18]1)=[O:16]. The yield is 0.490. (2) The yield is 0.100. The product is [NH3:8].[CH3:16][O:15][C:13](=[O:14])[C:12]1[CH:17]=[CH:18][CH:19]=[C:10]([CH2:9][N:8]([C:5]2[CH:4]=[CH:3][C:2]([F:1])=[CH:7][CH:6]=2)[C:21]([O:22][C@@H:23]2[CH:28]3[CH2:29][CH2:30][N:25]([CH2:26][CH2:27]3)[CH2:24]2)=[O:31])[CH:11]=1. The catalyst is N1C=CC=CC=1. The reactants are [F:1][C:2]1[CH:7]=[CH:6][C:5]([NH:8][CH2:9][C:10]2[CH:11]=[C:12]([CH:17]=[CH:18][CH:19]=2)[C:13]([O:15][CH3:16])=[O:14])=[CH:4][CH:3]=1.Cl.[C:21](Cl)(=[O:31])[O:22][C@@H:23]1[CH:28]2[CH2:29][CH2:30][N:25]([CH2:26][CH2:27]2)[CH2:24]1.C(Cl)(=O)O[C@@H]1C2CCN(CC2)C1. (3) The reactants are [O:1]1C=[CH:4][CH:3]=[C:2]1[CH:6]=[CH:7][C:8]([C:10]1[CH:15]=[CH:14][C:13]([O:16][CH3:17])=[CH:12][CH:11]=1)=[O:9].Cl.[C:19]([O-:22])([O-])=[O:20].[Na+].[Na+].[CH2:25](O)[CH3:26]. No catalyst specified. The product is [CH3:17][O:16][C:13]1[CH:12]=[CH:11][C:10]([C:8](=[O:9])[CH2:7][CH2:6][C:2](=[O:1])[CH2:3][CH2:4][C:19]([O:22][CH2:25][CH3:26])=[O:20])=[CH:15][CH:14]=1. The yield is 0.490. (4) The reactants are [CH2:1]([C:4]1[CH:12]=[CH:11][C:7]([C:8]([OH:10])=[O:9])=[CH:6][CH:5]=1)[CH2:2][CH3:3].[I:13]I. The catalyst is C(Cl)Cl. The product is [I:13][C:5]1[CH:6]=[C:7]([CH:11]=[CH:12][C:4]=1[CH2:1][CH2:2][CH3:3])[C:8]([OH:10])=[O:9]. The yield is 0.920.